Dataset: Full USPTO retrosynthesis dataset with 1.9M reactions from patents (1976-2016). Task: Predict the reactants needed to synthesize the given product. (1) Given the product [O:1]1[C:5]2[CH:6]=[CH:7][CH:8]=[CH:9][C:4]=2[CH:3]=[C:2]1[CH:10]([C:33]1[CH:38]=[CH:37][CH:36]=[CH:35][C:34]=1[CH3:39])[NH:11][S:12]([C:15]1[CH:25]=[CH:24][C:18]2[O:19][CH2:20][CH2:21][CH2:22][O:23][C:17]=2[CH:16]=1)(=[O:13])=[O:14], predict the reactants needed to synthesize it. The reactants are: [O:1]1[C:5]2[CH:6]=[CH:7][CH:8]=[CH:9][C:4]=2[CH:3]=[C:2]1[CH:10]=[N:11][S:12]([C:15]1[CH:25]=[CH:24][C:18]2[O:19][CH2:20][CH2:21][CH2:22][O:23][C:17]=2[CH:16]=1)(=[O:14])=[O:13].O1CCCC1.Br[Mg][C:33]1[CH:38]=[CH:37][CH:36]=[CH:35][C:34]=1[CH3:39].C(OCC)C. (2) Given the product [C:15](=[C:16]1[CH:10]2[C:9]3[C:8]([CH:17]1[CH:18]=[CH:19]2)=[CH:7][CH:6]=[CH:5][C:4]=3[N+:1]([O-:3])=[O:2])([CH3:21])[CH3:14], predict the reactants needed to synthesize it. The reactants are: [N+:1]([C:4]1[CH:5]=[CH:6][CH:7]=[C:8](N)[C:9]=1[C:10](O)=O)([O-:3])=[O:2].[CH3:14][C:15]([CH3:21])=[C:16]1C=[CH:19][CH:18]=[CH:17]1.C(ON=O)(C)(C)C.